Predict the product of the given reaction. From a dataset of Forward reaction prediction with 1.9M reactions from USPTO patents (1976-2016). (1) Given the reactants [F:1][C:2]1[CH:7]=[CH:6][C:5]([CH:8]2[N:12]([S:13]([C:16]3[CH:21]=[CH:20][C:19]([CH3:22])=[CH:18][CH:17]=3)(=[O:15])=[O:14])[CH:11]([CH2:23][CH2:24][CH2:25][C:26]([NH2:28])=[NH:27])[CH2:10][CH2:9]2)=[CH:4][CH:3]=1, predict the reaction product. The product is: [F:1][C:2]1[CH:7]=[CH:6][C:5]([CH:8]2[N:12]([S:13]([C:16]3[CH:21]=[CH:20][C:19]([CH3:22])=[CH:18][CH:17]=3)(=[O:14])=[O:15])[CH:11]([CH2:23][CH2:24][CH2:25][C:26]3[N:28]=[C:7]([CH3:6])[CH:2]=[C:3]([CH3:4])[N:27]=3)[CH2:10][CH2:9]2)=[CH:4][CH:3]=1. (2) Given the reactants [Cl:1][C:2]1[CH:3]=[C:4]([N:8]2[C:12]3[CH:13]=[CH:14][C:15]([S:17]([N:20](CC4C=CC(OC)=CC=4OC)[C:21]4[S:22][CH:23]=[N:24][N:25]=4)(=[O:19])=[O:18])=[CH:16][C:11]=3[O:10][C:9]2=[O:37])[CH:5]=[CH:6][CH:7]=1.[OH-].[Na+].[NH4+].[Cl-], predict the reaction product. The product is: [CH:9]([OH:37])=[O:10].[Cl:1][C:2]1[CH:3]=[C:4]([NH:8][C:12]2[CH:13]=[CH:14][C:15]([S:17]([NH:20][C:21]3[S:22][CH:23]=[N:24][N:25]=3)(=[O:18])=[O:19])=[CH:16][C:11]=2[OH:10])[CH:5]=[CH:6][CH:7]=1. (3) Given the reactants [CH:1]([N:4]1[C:8]([C:9]2[N:18]=[C:17]3[N:11]([CH2:12][CH2:13][O:14][C:15]4[CH:22]=[C:21]([CH3:23])[C:20]([S:24][CH:25]5[CH2:30][CH2:29][N:28]([CH:31]([CH3:33])[CH3:32])[CH2:27][CH2:26]5)=[CH:19][C:16]=43)[CH:10]=2)=[N:7][C:6]([CH3:34])=[N:5]1)([CH3:3])[CH3:2].C(O)(C(F)(F)F)=[O:36].C1C=C(Cl)C=C(C(OO)=O)C=1, predict the reaction product. The product is: [CH:1]([N:4]1[C:8]([C:9]2[N:18]=[C:17]3[C:16]4[CH:19]=[C:20]([S:24]([CH:25]5[CH2:26][CH2:27][N:28]([CH:31]([CH3:33])[CH3:32])[CH2:29][CH2:30]5)=[O:36])[C:21]([CH3:23])=[CH:22][C:15]=4[O:14][CH2:13][CH2:12][N:11]3[CH:10]=2)=[N:7][C:6]([CH3:34])=[N:5]1)([CH3:2])[CH3:3]. (4) Given the reactants [C@H:1]1([OH:24])[C@H:6]([O:7][P:8]([O-:11])([O-:10])=[O:9])[C@@H:5]([OH:12])[C@H:4]([O:13][P:14]([O-:17])([O-:16])=[O:15])[C@@H:3]([O:18][P:19]([O-:22])([O-:21])=[O:20])[C@H:2]1[OH:23].[C@H]1(O)[C@H]([O:31][P:32]([O-])([O-:34])=[O:33])[C@H](O)[C@H]([O:31][P:32]([O-])([O-:34])=[O:33])[C@@H]([O:31][P:32]([O-])([O-:34])=[O:33])[C@@H]1O.[C@H]1(O)[C@H](OP(O)(O)=O)[C@@H](OP(O)(O)=O)[C@H](OP(O)(O)=O)[C@@H](OP(O)(O)=O)[C@H]1O, predict the reaction product. The product is: [C@H:1]1([OH:24])[CH:6]([O:7][P:8]([OH:11])([OH:10])=[O:9])[C@H:5]([OH:12])[C@H:4]([O:13][P:14]([OH:17])([OH:16])=[O:15])[CH:3]([O:18][P:19]([OH:21])([OH:22])=[O:20])[C@@H:2]1[O:23][P:32]([OH:34])([OH:33])=[O:31]. (5) The product is: [C:16]([NH:20][S:9]([C:7]1[O:8][C:4]([C:2]#[N:14])=[CH:5][CH:6]=1)(=[O:11])=[O:12])([CH3:19])([CH3:18])[CH3:17]. Given the reactants [Na+].[CH:2]([C:4]1[O:8][C:7]([S:9]([O-:12])(=[O:11])=O)=[CH:6][CH:5]=1)=O.Cl.[NH2:14]O.[C:16]([NH2:20])([CH3:19])([CH3:18])[CH3:17], predict the reaction product. (6) Given the reactants [NH2:1][C:2]1[C:3]([F:12])=[CH:4][C:5]([Cl:11])=[C:6]([CH:10]=1)[C:7]([OH:9])=[O:8].[N:13]([O-])=O.[Na+].[Sn](Cl)Cl, predict the reaction product. The product is: [ClH:11].[Cl:11][C:5]1[CH:4]=[C:3]([F:12])[C:2]([NH:1][NH2:13])=[CH:10][C:6]=1[C:7]([OH:9])=[O:8].